The task is: Regression. Given two drug SMILES strings and cell line genomic features, predict the synergy score measuring deviation from expected non-interaction effect.. This data is from NCI-60 drug combinations with 297,098 pairs across 59 cell lines. Drug 1: CN(C)C(=N)N=C(N)N. Drug 2: CC1=C(C(=CC=C1)Cl)NC(=O)C2=CN=C(S2)NC3=CC(=NC(=N3)C)N4CCN(CC4)CCO. Cell line: UACC62. Synergy scores: CSS=13.0, Synergy_ZIP=-1.83, Synergy_Bliss=1.03, Synergy_Loewe=-13.4, Synergy_HSA=0.734.